Predict the product of the given reaction. From a dataset of Forward reaction prediction with 1.9M reactions from USPTO patents (1976-2016). (1) Given the reactants Br[C:2]1[C:10]2[C:5](=[CH:6][N:7]=[C:8]([Cl:11])[CH:9]=2)[S:4][CH:3]=1.[B:12]1([B:12]2[O:16][C:15]([CH3:18])([CH3:17])[C:14]([CH3:20])([CH3:19])[O:13]2)[O:16][C:15]([CH3:18])([CH3:17])[C:14]([CH3:20])([CH3:19])[O:13]1.C([O-])(=O)C.[K+], predict the reaction product. The product is: [Cl:11][C:8]1[CH:9]=[C:10]2[C:2]([B:12]3[O:16][C:15]([CH3:18])([CH3:17])[C:14]([CH3:20])([CH3:19])[O:13]3)=[CH:3][S:4][C:5]2=[CH:6][N:7]=1. (2) The product is: [Br:7][C:5]1[CH:6]=[C:2]([C:12]2[CH:13]=[CH:14][C:9]([OH:8])=[CH:10][CH:11]=2)[S:3][CH:4]=1. Given the reactants Br[C:2]1[S:3][CH:4]=[C:5]([Br:7])[CH:6]=1.[OH:8][C:9]1[CH:14]=[CH:13][C:12](B(O)O)=[CH:11][CH:10]=1, predict the reaction product. (3) Given the reactants [CH2:1]([O:8][C:9]1[CH:10]=[CH:11][C:12]([CH2:15]Cl)=[N:13][CH:14]=1)[C:2]1[CH:7]=[CH:6][CH:5]=[CH:4][CH:3]=1.[CH3:17][O-:18].[Na+].[Na], predict the reaction product. The product is: [CH2:1]([O:8][C:9]1[CH:10]=[CH:11][C:12]([CH2:15][O:18][CH3:17])=[N:13][CH:14]=1)[C:2]1[CH:7]=[CH:6][CH:5]=[CH:4][CH:3]=1. (4) Given the reactants Cl[C:2]1[N:7]=[C:6]([O:8][CH3:9])[N:5]=[C:4]([NH:10][C:11]2[CH:16]=[CH:15][C:14]([N:17]3[CH:21]=[C:20]([CH3:22])[N:19]=[CH:18]3)=[C:13]([O:23][CH3:24])[CH:12]=2)[N:3]=1.[F:25][C:26]1[CH:31]=[CH:30][C:29]([OH:32])=[CH:28][CH:27]=1, predict the reaction product. The product is: [F:25][C:26]1[CH:31]=[CH:30][C:29]([O:32][C:2]2[N:7]=[C:6]([O:8][CH3:9])[N:5]=[C:4]([NH:10][C:11]3[CH:16]=[CH:15][C:14]([N:17]4[CH:21]=[C:20]([CH3:22])[N:19]=[CH:18]4)=[C:13]([O:23][CH3:24])[CH:12]=3)[N:3]=2)=[CH:28][CH:27]=1.